From a dataset of Catalyst prediction with 721,799 reactions and 888 catalyst types from USPTO. Predict which catalyst facilitates the given reaction. (1) Reactant: C(=O)([O-])[O-].[K+].[K+].[CH2:7]([NH2:10])[CH2:8][CH3:9].[CH:11]1[C:20]2[C:15](=[CH:16][CH:17]=[CH:18][CH:19]=2)[CH:14]=[CH:13][C:12]=1[O:21][CH2:22][CH2:23][CH2:24]Cl. Product: [CH2:7]([NH:10][CH2:24][CH2:23][CH2:22][O:21][C:12]1[CH:13]=[CH:14][C:15]2[C:20](=[CH:19][CH:18]=[CH:17][CH:16]=2)[CH:11]=1)[CH2:8][CH3:9]. The catalyst class is: 58. (2) Reactant: [Cl:1][C:2]1[CH:7]=[C:6]([Cl:8])[CH:5]=[CH:4][C:3]=1[S:9](Cl)(=[O:11])=[O:10].[NH2:13][C:14]1[C:19]([OH:20])=[CH:18][CH:17]=[CH:16][C:15]=1[CH3:21].C(N(CC)CC)C. Product: [NH2:13][C:14]1[C:15]([CH3:21])=[CH:16][CH:17]=[CH:18][C:19]=1[O:20][S:9]([C:3]1[CH:4]=[CH:5][C:6]([Cl:8])=[CH:7][C:2]=1[Cl:1])(=[O:11])=[O:10]. The catalyst class is: 2. (3) Reactant: C([O:4][CH2:5][C:6]([CH3:49])([CH3:48])[CH2:7][N:8]1[C:14]2[CH:15]=[CH:16][C:17]([Cl:19])=[CH:18][C:13]=2[C@H:12]([C:20]2[CH:25]=[CH:24][CH:23]=[C:22]([O:26][CH3:27])[C:21]=2[O:28][CH3:29])[O:11][C@@H:10]([CH2:30][C:31]([NH:33][C:34]2[CH:35]=[C:36]([CH2:40][CH2:41]C(OCC)=O)[CH:37]=[CH:38][CH:39]=2)=[O:32])[C:9]1=[O:47])(=O)C.[OH-:50].[Na+].[CH2:52]([OH:54])C. Product: [Cl:19][C:17]1[CH:16]=[CH:15][C:14]2[N:8]([CH2:7][C:6]([CH3:48])([CH3:49])[CH2:5][OH:4])[C:9](=[O:47])[C@H:10]([CH2:30][C:31]([NH:33][C:34]3[CH:35]=[CH:36][CH:40]=[CH:41][C:39]=3[CH2:38][CH2:37][C:52]([OH:54])=[O:50])=[O:32])[O:11][C@@H:12]([C:20]3[CH:25]=[CH:24][CH:23]=[C:22]([O:26][CH3:27])[C:21]=3[O:28][CH3:29])[C:13]=2[CH:18]=1. The catalyst class is: 6. (4) Reactant: [CH3:1][O:2][C:3]1[CH:10]=[CH:9][CH:8]=[C:7]([O:11][CH3:12])[C:4]=1[CH:5]=O.[NH2:13][CH:14]([CH:18]([CH3:20])[CH3:19])[CH:15]([CH3:17])[CH3:16].C1(C)C=CC(S(O)(=O)=O)=CC=1. Product: [CH3:1][O:2][C:3]1[CH:10]=[CH:9][CH:8]=[C:7]([O:11][CH3:12])[C:4]=1/[CH:5]=[N:13]/[CH:14]([CH:18]([CH3:20])[CH3:19])[CH:15]([CH3:17])[CH3:16]. The catalyst class is: 11. (5) Reactant: [C:1](Cl)([O:3][CH2:4][C:5]1[CH:10]=[CH:9][CH:8]=[CH:7][CH:6]=1)=[O:2].C([N:19]1[CH2:24][CH2:23][C:22]([C:30]2[CH:35]=[CH:34][CH:33]=[CH:32][CH:31]=2)([N:25]2[CH2:29][CH2:28][CH2:27][CH2:26]2)[CH2:21][CH2:20]1)C1C=CC=CC=1.C(OCC)(=O)C. Product: [CH2:4]([O:3][C:1]([N:19]1[CH2:20][CH2:21][C:22]([C:30]2[CH:35]=[CH:34][CH:33]=[CH:32][CH:31]=2)([N:25]2[CH2:29][CH2:28][CH2:27][CH2:26]2)[CH2:23][CH2:24]1)=[O:2])[C:5]1[CH:10]=[CH:9][CH:8]=[CH:7][CH:6]=1. The catalyst class is: 22. (6) Reactant: [C:1]([C:4]1[CH:5]=[C:6](C=C(C(=O)N(C)CCC)C=1)[C:7]([OH:9])=O)(=[O:3])[CH3:2].CN(C(ON1N=N[C:30]2[CH:31]=[CH:32][CH:33]=N[C:29]1=2)=[N+](C)C)C.F[P-](F)(F)(F)(F)F.CC[N:46]([CH:50]([CH3:52])[CH3:51])[CH:47]([CH3:49])C.[CH3:53][O:54][C:55]1[CH:56]=[C:57]([CH:81]=[CH:82][CH:83]=1)[CH2:58][N:59]([CH2:67][C@@H:68]([OH:80])[C@@H:69]([NH2:79])[CH2:70][C:71]1[CH:76]=[C:75]([F:77])[CH:74]=[C:73]([F:78])[CH:72]=1)[C:60](=[O:66])[O:61][C:62]([CH3:65])([CH3:64])[CH3:63].CN(C=[O:88])C. Product: [CH3:53][O:54][C:55]1[CH:56]=[C:57]([CH:81]=[CH:82][CH:83]=1)[CH2:58][N:59]([CH2:67][C@@H:68]([OH:80])[C@@H:69]([NH:79][C:7](=[O:9])[C:6]1[CH:51]=[C:50]([NH:46][C:47](=[O:88])[C:49]2[CH:33]=[CH:32][CH:31]=[CH:30][CH:29]=2)[CH:52]=[C:4]([C:1](=[O:3])[CH3:2])[CH:5]=1)[CH2:70][C:71]1[CH:72]=[C:73]([F:78])[CH:74]=[C:75]([F:77])[CH:76]=1)[C:60](=[O:66])[O:61][C:62]([CH3:65])([CH3:63])[CH3:64]. The catalyst class is: 13. (7) Reactant: [C:1]1([NH2:8])[CH:6]=[CH:5][CH:4]=[CH:3][C:2]=1[NH2:7].[C:9]1([N:15]=[C:16]=[O:17])[CH:14]=[CH:13][CH:12]=[CH:11][CH:10]=1. The catalyst class is: 13. Product: [NH2:7][C:2]1[CH:3]=[CH:4][CH:5]=[CH:6][C:1]=1[NH:8][C:16]([NH:15][C:9]1[CH:14]=[CH:13][CH:12]=[CH:11][CH:10]=1)=[O:17].[C:1]1([NH2:8])[CH:6]=[CH:5][CH:4]=[CH:3][C:2]=1[NH2:7]. (8) Reactant: [CH3:1][N:2]([C@@H:9]([C:11]1[S:15][C:14]2[CH:16]=[CH:17][CH:18]=[CH:19][C:13]=2[C:12]=1[CH3:20])[CH3:10])[S@@](C(C)(C)C)=O.C(O)(C(F)(F)F)=O. Product: [CH3:1][NH:2][C@@H:9]([C:11]1[S:15][C:14]2[CH:16]=[CH:17][CH:18]=[CH:19][C:13]=2[C:12]=1[CH3:20])[CH3:10]. The catalyst class is: 14.